From a dataset of Forward reaction prediction with 1.9M reactions from USPTO patents (1976-2016). Predict the product of the given reaction. (1) Given the reactants [NH2:1][C:2]1[CH:10]=[C:9]([O:11][CH3:12])[CH:8]=[CH:7][C:3]=1[C:4]([OH:6])=O.[C:13](Cl)(=[O:16])[CH2:14][CH3:15].[CH3:18][O:19][C:20]1[CH:21]=[C:22]([CH:24]=[C:25]([O:29][CH3:30])[C:26]=1[O:27][CH3:28])[NH2:23], predict the reaction product. The product is: [CH3:30][O:29][C:25]1[CH:24]=[C:22]([NH:23][C:4](=[O:6])[C:3]2[CH:7]=[CH:8][C:9]([O:11][CH3:12])=[CH:10][C:2]=2[NH:1][C:13](=[O:16])[CH2:14][CH3:15])[CH:21]=[C:20]([O:19][CH3:18])[C:26]=1[O:27][CH3:28]. (2) Given the reactants [CH3:1][N:2]([CH2:4]/[CH:5]=[CH:6]/[C:7]([NH:9][C:10]1[CH:11]=[C:12]2[C:25]([NH:26][C:27]3[CH:28]=[CH:29][C:30]([F:34])=[C:31]([Cl:33])[CH:32]=3)=[N:24][CH:23]=[N:22][C:13]2=[CH:14][C:15]=1[O:16][C@@H:17]1[CH2:21][O:20][CH2:19][CH2:18]1)=[O:8])[CH3:3].[C:35]([OH:42])(=[O:41])/[CH:36]=[CH:37]\[C:38]([OH:40])=[O:39].O1CCCC1, predict the reaction product. The product is: [CH3:3][N:2]([CH3:1])[CH2:4]/[CH:5]=[CH:6]/[C:7]([NH:9][C:10]1[CH:11]=[C:12]2[C:13]([N:22]=[CH:23][N:24]=[C:25]2[NH:26][C:27]2[CH:28]=[CH:29][C:30]([F:34])=[C:31]([Cl:33])[CH:32]=2)=[CH:14][C:15]=1[O:16][C@H:17]1[CH2:18][CH2:19][O:20][CH2:21]1)=[O:8].[CH:36](/[C:35]([OH:42])=[O:41])=[CH:37]/[C:38]([OH:40])=[O:39].[CH:36](/[C:35]([OH:42])=[O:41])=[CH:37]/[C:38]([OH:40])=[O:39]. (3) Given the reactants [OH:1][C:2]1[CH:7]=[CH:6][C:5]([C:8]2[C:9]([CH3:18])=[N:10][O:11][C:12]=2[CH2:13][C:14]([O:16][CH3:17])=[O:15])=[CH:4][CH:3]=1.[CH3:19][O:20]/[N:21]=[C:22](/[C:33]1[CH:38]=[CH:37][CH:36]=[CH:35][CH:34]=1)\[CH2:23][O:24][C:25]1[CH:30]=[CH:29][C:28]([CH2:31]O)=[CH:27][CH:26]=1.C(P(CCCC)CCCC)CCC.N(C(N1CCCCC1)=O)=NC(N1CCCCC1)=O, predict the reaction product. The product is: [CH3:19][O:20]/[N:21]=[C:22](/[C:33]1[CH:38]=[CH:37][CH:36]=[CH:35][CH:34]=1)\[CH2:23][O:24][C:25]1[CH:30]=[CH:29][C:28]([CH2:31][O:1][C:2]2[CH:3]=[CH:4][C:5]([C:8]3[C:9]([CH3:18])=[N:10][O:11][C:12]=3[CH2:13][C:14]([O:16][CH3:17])=[O:15])=[CH:6][CH:7]=2)=[CH:27][CH:26]=1. (4) The product is: [CH2:9]([CH:2]1[C:3](=[O:7])[CH2:4][CH2:5][CH2:6][C:1]1=[O:8])[CH3:10]. Given the reactants [C:1]1(=[O:8])[CH2:6][CH2:5][CH2:4][C:3](=[O:7])[CH2:2]1.[CH3:9][CH:10]=O.CCOC(C1CC(C(OCC)=O)=C(C)NC=1C)=O.N1C=CC=CC=1, predict the reaction product. (5) Given the reactants [CH:1]1([CH2:6][CH:7]([C:11]2[CH:16]=[CH:15][C:14]([O:17][CH3:18])=[C:13]([O:19][CH3:20])[CH:12]=2)[C:8]([OH:10])=O)[CH2:5][CH2:4][CH2:3][CH2:2]1.C(Cl)(=O)C(Cl)=O.[NH2:27][C:28]1[S:29][CH:30]=[CH:31][N:32]=1.C(N(CC)C(C)C)(C)C, predict the reaction product. The product is: [CH:1]1([CH2:6][CH:7]([C:11]2[CH:16]=[CH:15][C:14]([O:17][CH3:18])=[C:13]([O:19][CH3:20])[CH:12]=2)[C:8]([NH:27][C:28]2[S:29][CH:30]=[CH:31][N:32]=2)=[O:10])[CH2:2][CH2:3][CH2:4][CH2:5]1.